From a dataset of Peptide-MHC class I binding affinity with 185,985 pairs from IEDB/IMGT. Regression. Given a peptide amino acid sequence and an MHC pseudo amino acid sequence, predict their binding affinity value. This is MHC class I binding data. (1) The peptide sequence is FRKAQIQGL. The MHC is HLA-B15:01 with pseudo-sequence HLA-B15:01. The binding affinity (normalized) is 0.213. (2) The peptide sequence is LIGANYLGK. The MHC is HLA-B58:01 with pseudo-sequence HLA-B58:01. The binding affinity (normalized) is 0.0847. (3) The peptide sequence is FLLYILFLV. The MHC is HLA-A02:06 with pseudo-sequence HLA-A02:06. The binding affinity (normalized) is 0.307. (4) The peptide sequence is YLSKEDRII. The MHC is HLA-A02:01 with pseudo-sequence HLA-A02:01. The binding affinity (normalized) is 0.324. (5) The peptide sequence is CTDDNALAYY. The MHC is HLA-A24:02 with pseudo-sequence HLA-A24:02. The binding affinity (normalized) is 0. (6) The peptide sequence is IDKEDLHDML. The MHC is Mamu-B8701 with pseudo-sequence Mamu-B8701. The binding affinity (normalized) is 0.396. (7) The peptide sequence is CANGWIQYDK. The MHC is HLA-A31:01 with pseudo-sequence HLA-A31:01. The binding affinity (normalized) is 0.603. (8) The peptide sequence is RRSRQSGDL. The MHC is Mamu-B03 with pseudo-sequence Mamu-B03. The binding affinity (normalized) is 0.444.